From a dataset of Catalyst prediction with 721,799 reactions and 888 catalyst types from USPTO. Predict which catalyst facilitates the given reaction. (1) Reactant: [C:1]1([CH3:29])[CH:6]=[CH:5][CH:4]=[CH:3][C:2]=1[O:7][C:8]1[CH:13]=[CH:12][CH:11]=[CH:10][C:9]=1[C:14]([C@@H:16]1[CH2:21][CH2:20][CH2:19][N:18]([C:22]([O:24][C:25]([CH3:28])([CH3:27])[CH3:26])=[O:23])[CH2:17]1)=[O:15]. Product: [C:1]1([CH3:29])[CH:6]=[CH:5][CH:4]=[CH:3][C:2]=1[O:7][C:8]1[CH:13]=[CH:12][CH:11]=[CH:10][C:9]=1[C:14]([C@@H:16]1[CH2:21][CH2:20][CH2:19][N:18]([C:22]([O:24][C:25]([CH3:26])([CH3:28])[CH3:27])=[O:23])[CH2:17]1)([OH:15])[CH2:5][CH2:6][CH2:1][CH2:2][O:7][CH3:8]. The catalyst class is: 1. (2) Reactant: [Br:1][C:2]1[CH:3]=[C:4]([NH2:9])[C:5]([Cl:8])=[N:6][CH:7]=1.[CH3:10][S:11](Cl)(=[O:13])=[O:12].Cl. Product: [Br:1][C:2]1[CH:3]=[C:4]([NH:9][S:11]([CH3:10])(=[O:13])=[O:12])[C:5]([Cl:8])=[N:6][CH:7]=1. The catalyst class is: 17. (3) Reactant: [C:1]([CH2:3][NH:4][C:5]([CH:7]([CH2:34][CH:35]([CH3:37])[CH3:36])[CH2:8][C:9]1[CH:14]=[CH:13][CH:12]=[CH:11][C:10]=1[C:15]1[CH:20]=[CH:19][C:18]([N:21]2[CH2:26][CH2:25][N:24](C(OC(C)(C)C)=O)[CH2:23][CH2:22]2)=[CH:17][CH:16]=1)=[O:6])#[N:2].CS(O)(=O)=O.C([O-])(O)=O.[Na+]. Product: [C:1]([CH2:3][NH:4][C:5](=[O:6])[CH:7]([CH2:8][C:9]1[CH:14]=[CH:13][CH:12]=[CH:11][C:10]=1[C:15]1[CH:16]=[CH:17][C:18]([N:21]2[CH2:22][CH2:23][NH:24][CH2:25][CH2:26]2)=[CH:19][CH:20]=1)[CH2:34][CH:35]([CH3:36])[CH3:37])#[N:2]. The catalyst class is: 1. (4) Reactant: [N:1]1[C:6]2[NH:7][CH:8]=[CH:9][C:5]=2[C:4]([C:10]2[CH:11]=[C:12]([C:15]([OH:17])=O)[O:13][CH:14]=2)=[N:3][CH:2]=1.C1CN([P+](ON2N=[N:42][C:37]3[CH:38]=[CH:39][CH:40]=CC2=3)(N2CCCC2)N2CCCC2)CC1.F[P-](F)(F)(F)(F)F.CN1CCOCC1.[F:58][C:59]([F:68])([F:67])[CH2:60]NCCC1CC1. Product: [CH:38]1([CH2:37][N:42]([CH2:60][C:59]([F:68])([F:67])[F:58])[C:15]([C:12]2[O:13][CH:14]=[C:10]([C:4]3[C:5]4[CH:9]=[CH:8][NH:7][C:6]=4[N:1]=[CH:2][N:3]=3)[CH:11]=2)=[O:17])[CH2:39][CH2:40]1. The catalyst class is: 3.